From a dataset of Catalyst prediction with 721,799 reactions and 888 catalyst types from USPTO. Predict which catalyst facilitates the given reaction. (1) Reactant: Br[CH2:2][CH2:3][CH:4]([C:8]1[S:9][C:10]2[CH:17]=[C:16]([C:18]([F:21])([F:20])[F:19])[CH:15]=[CH:14][C:11]=2[C:12]=1[CH3:13])[CH2:5][CH2:6][CH3:7].C(=O)([O-])[O-].[Cs+].[Cs+].[SH:28][C:29]1[S:30][C:31]([CH2:35][C:36]([O:38][CH2:39][CH3:40])=[O:37])=[C:32]([CH3:34])[N:33]=1. Product: [CH3:34][C:32]1[N:33]=[C:29]([S:28][CH2:2][CH2:3][CH:4]([C:8]2[S:9][C:10]3[CH:17]=[C:16]([C:18]([F:21])([F:20])[F:19])[CH:15]=[CH:14][C:11]=3[C:12]=2[CH3:13])[CH2:5][CH2:6][CH3:7])[S:30][C:31]=1[CH2:35][C:36]([O:38][CH2:39][CH3:40])=[O:37]. The catalyst class is: 23. (2) Reactant: [CH:1]1([C:7]2[C:8]3[CH:9]=[CH:10][C:11]([C:30]([O:32][CH3:33])=[O:31])=[CH:12][C:13]=3[N:14]3[C:20]=2[C:19]2[CH:21]=[CH:22][CH:23]=[CH:24][C:18]=2[N:17]([CH3:25])[CH:16]([C:26](OC)=[O:27])[CH2:15]3)[CH2:6][CH2:5][CH2:4][CH2:3][CH2:2]1.[Li+].[BH4-]. Product: [CH:1]1([C:7]2[C:8]3[CH:9]=[CH:10][C:11]([C:30]([O:32][CH3:33])=[O:31])=[CH:12][C:13]=3[N:14]3[C:20]=2[C:19]2[CH:21]=[CH:22][CH:23]=[CH:24][C:18]=2[N:17]([CH3:25])[CH:16]([CH2:26][OH:27])[CH2:15]3)[CH2:2][CH2:3][CH2:4][CH2:5][CH2:6]1. The catalyst class is: 1.